Predict which catalyst facilitates the given reaction. From a dataset of Catalyst prediction with 721,799 reactions and 888 catalyst types from USPTO. (1) Reactant: Cl[C:2]1[C:7]([I:8])=[C:6]([C:9]([F:12])([F:11])[F:10])[N:5]=[C:4]([S:13][CH3:14])[N:3]=1.[C:15](#[N:18])CC. Product: [C:15]([C:2]1[C:7]([I:8])=[C:6]([C:9]([F:12])([F:11])[F:10])[N:5]=[C:4]([S:13][CH3:14])[N:3]=1)#[N:18]. The catalyst class is: 277. (2) Reactant: N1[C:5](=O)[C:4]2([C:15]3C(=CC=CC=3)OC[CH2:7]2)NC1=O.[O:17]=[C:18]1[NH:31][C:21]2([C:30]3[C:25](=[CH:26][CH:27]=[CH:28][CH:29]=3)C[CH2:23][CH2:22]2)[C:20](=[O:32])[N:19]1[CH2:33][C:34]([OH:36])=[O:35].C([O-])([O-])=[O:38].[K+].[K+]. Product: [O:17]=[C:18]1[NH:31][C:21]2([C:30]3[C:25](=[CH:26][CH:27]=[CH:28][CH:29]=3)[O:38][CH2:23][CH2:22]2)[C:20](=[O:32])[N:19]1[CH2:33][C:34]([O:36][C:4]([CH3:15])([CH3:7])[CH3:5])=[O:35]. The catalyst class is: 3. (3) Reactant: [C:1]([C:7]([O:9][CH3:10])=[O:8])#[C:2][C:3](OC)=[O:4].[CH3:11][NH:12][NH2:13]. Product: [OH:4][C:3]1[N:12]([CH3:11])[N:13]=[C:1]([C:7]([O:9][CH3:10])=[O:8])[CH:2]=1. The catalyst class is: 27. (4) Reactant: [Br:1][C:2]1[CH:10]=[CH:9][CH:8]=[CH:7][C:3]=1[CH2:4][CH2:5][NH2:6].[CH3:11][CH2:12][CH2:13][C:14](=O)[CH2:15][CH2:16][CH3:17].C(O[BH-](OC(=O)C)OC(=O)C)(=O)C.[Na+].[OH-].[Na+]. Product: [Br:1][C:2]1[CH:10]=[CH:9][CH:8]=[CH:7][C:3]=1[CH2:4][CH2:5][NH:6][CH:14]([CH2:15][CH2:16][CH3:17])[CH2:13][CH2:12][CH3:11]. The catalyst class is: 478. (5) Reactant: [CH:1]1([C:5](Cl)=[O:6])[CH2:4][CH2:3][CH2:2]1.[Al+3].[Cl-].[Cl-].[Cl-].[CH3:12][S:13][C:14]1[CH:19]=[CH:18][CH:17]=[CH:16][CH:15]=1. Product: [CH:1]1([C:5]([C:17]2[CH:18]=[CH:19][C:14]([S:13][CH3:12])=[CH:15][CH:16]=2)=[O:6])[CH2:4][CH2:3][CH2:2]1. The catalyst class is: 68. (6) Reactant: [C:1]([C:3]1[CH:4]=[N:5][C:6]2[C:11]([CH:12]=1)=[CH:10][C:9]([O:13][CH:14]([S:18][CH3:19])[C:15]([OH:17])=O)=[CH:8][CH:7]=2)#[CH:2].CCN(CC)CC.C1C=NC2N(O)N=NC=2C=1.[NH2:37][C:38]([C:41]1[CH:45]=[C:44]([C:46]([O:48][CH3:49])=[O:47])[S:43][N:42]=1)([CH3:40])[CH3:39].CCN=C=NCCCN(C)C. Product: [C:1]([C:3]1[CH:4]=[N:5][C:6]2[C:11]([CH:12]=1)=[CH:10][C:9]([O:13][CH:14]([S:18][CH3:19])[C:15]([NH:37][C:38]([C:41]1[CH:45]=[C:44]([C:46]([O:48][CH3:49])=[O:47])[S:43][N:42]=1)([CH3:40])[CH3:39])=[O:17])=[CH:8][CH:7]=2)#[CH:2]. The catalyst class is: 31. (7) Reactant: [C:1]([NH:5][C:6](=[O:39])[CH2:7][O:8][C:9]1[CH:10]=[CH:11][C:12]2[O:16][C:15]([NH:17][CH:18]3[CH2:23][CH2:22][N:21]([CH2:24][C:25]4[CH:30]=[C:29]([O:31][CH2:32][CH3:33])[C:28](F)=[C:27]([O:35][CH2:36][CH3:37])[CH:26]=4)[CH2:20][CH2:19]3)=[N:14][C:13]=2[CH:38]=1)([CH3:4])([CH3:3])[CH3:2].[Cl:40]C1C(OCC)=CC(C=O)=CC=1OCC.C([BH3-])#N.[Na+].C(N(C(C)C)C(C)C)C. Product: [C:1]([NH:5][C:6](=[O:39])[CH2:7][O:8][C:9]1[CH:10]=[CH:11][C:12]2[O:16][C:15]([NH:17][CH:18]3[CH2:23][CH2:22][N:21]([CH2:24][C:25]4[CH:30]=[C:29]([O:31][CH2:32][CH3:33])[C:28]([Cl:40])=[C:27]([O:35][CH2:36][CH3:37])[CH:26]=4)[CH2:20][CH2:19]3)=[N:14][C:13]=2[CH:38]=1)([CH3:4])([CH3:3])[CH3:2]. The catalyst class is: 212. (8) Reactant: O.[ClH:2].O[N:4]=[C:5]([C:10](=[O:16])[CH2:11][C:12]([O:14][CH3:15])=[O:13])[C:6]([O:8][CH3:9])=[O:7]. Product: [ClH:2].[O:16]=[C:10]([CH2:11][C:12]([O:14][CH3:15])=[O:13])[C@@H:5]([C:6]([O:8][CH3:9])=[O:7])[NH2:4]. The catalyst class is: 19.